This data is from Forward reaction prediction with 1.9M reactions from USPTO patents (1976-2016). The task is: Predict the product of the given reaction. (1) Given the reactants CC1C=CC(S(O[CH2:12][CH:13]2[CH2:17][C:16]3[CH:18]=[C:19]([CH3:29])[CH:20]=[C:21]([C:22]4[CH:27]=[CH:26][CH:25]=[C:24]([Cl:28])[CH:23]=4)[C:15]=3[O:14]2)(=O)=O)=CC=1.[CH3:30][NH2:31], predict the reaction product. The product is: [Cl:28][C:24]1[CH:23]=[C:22]([C:21]2[C:15]3[O:14][CH:13]([CH2:12][NH:31][CH3:30])[CH2:17][C:16]=3[CH:18]=[C:19]([CH3:29])[CH:20]=2)[CH:27]=[CH:26][CH:25]=1. (2) Given the reactants [OH:1][CH2:2][C:3]1[CH:11]=[CH:10][C:6]([C:7]([OH:9])=[O:8])=[CH:5][CH:4]=1.[Si:12](Cl)([C:15]([CH3:18])([CH3:17])[CH3:16])([CH3:14])[CH3:13].N1C=CN=C1, predict the reaction product. The product is: [O:1]([CH2:2][C:3]1[CH:4]=[CH:5][C:6]([C:7]([OH:9])=[O:8])=[CH:10][CH:11]=1)[Si:12]([C:15]([CH3:18])([CH3:17])[CH3:16])([CH3:14])[CH3:13]. (3) Given the reactants Br[C:2]1[CH:11]=[C:10]2[C:5]([C:6](=[O:37])[N:7]([C:26]3[CH:31]=[CH:30][C:29]([O:32][C:33]([F:36])([F:35])[F:34])=[CH:28][CH:27]=3)[C:8]3([CH2:16][CH2:15][N:14]([CH2:17][C:18]4[CH:23]=[CH:22][C:21]([F:24])=[C:20]([F:25])[CH:19]=4)[CH2:13][CH2:12]3)[NH:9]2)=[CH:4][CH:3]=1.C([Sn](CCCC)(CCCC)[C:43]([O:45]CC)=[CH2:44])CCC, predict the reaction product. The product is: [C:43]([C:2]1[CH:11]=[C:10]2[C:5]([C:6](=[O:37])[N:7]([C:26]3[CH:31]=[CH:30][C:29]([O:32][C:33]([F:36])([F:34])[F:35])=[CH:28][CH:27]=3)[C:8]3([CH2:16][CH2:15][N:14]([CH2:17][C:18]4[CH:23]=[CH:22][C:21]([F:24])=[C:20]([F:25])[CH:19]=4)[CH2:13][CH2:12]3)[NH:9]2)=[CH:4][CH:3]=1)(=[O:45])[CH3:44]. (4) The product is: [CH3:41][S:42]([O:25][CH2:24][CH2:23][C@@:20]1([C:26]2[CH:27]=[CH:28][C:29]([F:32])=[CH:30][CH:31]=2)[O:19][C:18](=[O:33])[N:17]([C@H:15]([C:12]2[CH:13]=[CH:14][C:9]([C:3]3[CH:4]=[CH:5][C:6]([F:8])=[CH:7][C:2]=3[F:1])=[CH:10][CH:11]=2)[CH3:16])[CH2:22][CH2:21]1)(=[O:44])=[O:43]. Given the reactants [F:1][C:2]1[CH:7]=[C:6]([F:8])[CH:5]=[CH:4][C:3]=1[C:9]1[CH:14]=[CH:13][C:12]([C@@H:15]([N:17]2[CH2:22][CH2:21][C@@:20]([C:26]3[CH:31]=[CH:30][C:29]([F:32])=[CH:28][CH:27]=3)([CH2:23][CH2:24][OH:25])[O:19][C:18]2=[O:33])[CH3:16])=[CH:11][CH:10]=1.CCN(CC)CC.[CH3:41][S:42](Cl)(=[O:44])=[O:43].O, predict the reaction product. (5) Given the reactants [NH2:1][CH2:2][C@@H:3]([C:25]([O:27]C)=[O:26])[NH:4][C:5](=[O:24])[C:6]1[CH:11]=[CH:10][C:9]([C:12]([NH:14][CH2:15][C:16]2[CH:21]=[CH:20][CH:19]=[C:18]([OH:22])[CH:17]=2)=[O:13])=[CH:8][C:7]=1[Cl:23].[NH2:29][N:30]=[CH:31]S(O)(=O)=O.O.[OH-].[Li+], predict the reaction product. The product is: [Cl:23][C:7]1[CH:8]=[C:9]([C:12]([NH:14][CH2:15][C:16]2[CH:21]=[CH:20][CH:19]=[C:18]([OH:22])[CH:17]=2)=[O:13])[CH:10]=[CH:11][C:6]=1[C:5]([NH:4][C@H:3]([C:25]([OH:27])=[O:26])[CH2:2][NH:1][CH:31]=[N:30][NH2:29])=[O:24]. (6) The product is: [CH3:24][O:23][C:22](=[O:25])[N:21]([CH2:20][C:11]1[CH:12]=[C:13]([C:16]([F:19])([F:18])[F:17])[CH:14]=[CH:15][C:10]=1[C:8]1[CH:9]=[C:4]([CH:1]([CH3:3])[CH3:2])[CH:5]=[CH:6][C:7]=1[O:26][CH3:27])[CH2:33][C:32]1[CH:35]=[CH:36][CH:37]=[C:30]([C:29]([F:28])([F:38])[F:39])[CH:31]=1. Given the reactants [CH:1]([C:4]1[CH:5]=[CH:6][C:7]([O:26][CH3:27])=[C:8]([C:10]2[CH:15]=[CH:14][C:13]([C:16]([F:19])([F:18])[F:17])=[CH:12][C:11]=2[CH2:20][NH:21][C:22](=[O:25])[O:23][CH3:24])[CH:9]=1)([CH3:3])[CH3:2].[F:28][C:29]([F:39])([F:38])[C:30]1[CH:31]=[C:32]([CH:35]=[CH:36][CH:37]=1)[CH2:33]Br.C[Si]([N-][Si](C)(C)C)(C)C.[K+].O, predict the reaction product. (7) Given the reactants [Cl:1][C:2]1[CH:18]=[CH:17][C:5]([C:6]([C:8]2[CH:16]=[CH:15][CH:14]=[CH:13][C:9]=2[C:10]([OH:12])=O)=[O:7])=[CH:4][CH:3]=1.[CH3:19][O:20][C:21]1[CH:28]=[CH:27][C:24]([CH2:25][NH2:26])=[CH:23][CH:22]=1, predict the reaction product. The product is: [Cl:1][C:2]1[CH:3]=[CH:4][C:5]([C:6]2([OH:7])[C:8]3[C:9](=[CH:13][CH:14]=[CH:15][CH:16]=3)[C:10](=[O:12])[N:26]2[CH2:25][C:24]2[CH:27]=[CH:28][C:21]([O:20][CH3:19])=[CH:22][CH:23]=2)=[CH:17][CH:18]=1. (8) Given the reactants O[CH2:2][C:3]1[CH:4]=[C:5]([C:9]2[CH:14]=[CH:13][CH:12]=[C:11]([C:15]([O:17][CH2:18][CH3:19])=[O:16])[CH:10]=2)[CH:6]=[CH:7][CH:8]=1.C1(P(C2C=CC=CC=2)C2C=CC=CC=2)C=CC=CC=1.C(Br)(Br)(Br)[Br:40], predict the reaction product. The product is: [Br:40][CH2:2][C:3]1[CH:4]=[C:5]([C:9]2[CH:14]=[CH:13][CH:12]=[C:11]([C:15]([O:17][CH2:18][CH3:19])=[O:16])[CH:10]=2)[CH:6]=[CH:7][CH:8]=1.